This data is from Forward reaction prediction with 1.9M reactions from USPTO patents (1976-2016). The task is: Predict the product of the given reaction. (1) The product is: [Br:17][C:6]1[C:5]([C:4](=[CH2:21])[C:3]([O:2][CH3:1])=[O:18])=[C:14]2[C:9]([CH:10]=[CH:11][C:12]([O:15][CH3:16])=[N:13]2)=[CH:8][CH:7]=1. Given the reactants [CH3:1][O:2][C:3](=[O:18])[CH2:4][C:5]1[C:6]([Br:17])=[CH:7][CH:8]=[C:9]2[C:14]=1[N:13]=[C:12]([O:15][CH3:16])[CH:11]=[CH:10]2.C=O.[C:21](=O)([O-])[O-].[K+].[K+].O, predict the reaction product. (2) Given the reactants [OH:1][C:2]1[CH:11]=[C:10]2[C:5]([CH:6]([C:12]([O:14]C)=[O:13])[CH2:7][CH2:8][O:9]2)=[CH:4][CH:3]=1.[Cl:16][C:17]1[CH:34]=[CH:33][C:20]([CH2:21][CH2:22][NH:23][C:24](=[O:32])[C:25]2[CH:30]=[CH:29][C:28](I)=[CH:27][CH:26]=2)=[CH:19][CH:18]=1.CC(C)(C(=O)CC(=O)C(C)(C)C)C.C([O-])([O-])=O.[Cs+].[Cs+], predict the reaction product. The product is: [Cl:16][C:17]1[CH:18]=[CH:19][C:20]([CH2:21][CH2:22][NH:23][C:24]([C:25]2[CH:26]=[CH:27][C:28]([O:1][C:2]3[CH:11]=[C:10]4[C:5]([CH:6]([C:12]([OH:14])=[O:13])[CH2:7][CH2:8][O:9]4)=[CH:4][CH:3]=3)=[CH:29][CH:30]=2)=[O:32])=[CH:33][CH:34]=1. (3) Given the reactants Cl[C:2]1[C:11]2[C:6](=[CH:7][C:8]([O:12][CH3:13])=[CH:9][CH:10]=2)[N:5]=[CH:4][CH:3]=1.[OH:14][C:15]1[CH:16]=[C:17]2[C:22](=[CH:23][CH:24]=1)[C:21]([C:25]([OH:27])=[O:26])=[CH:20][CH:19]=[CH:18]2.C([O-])([O-])=O.[Cs+].[Cs+].Cl, predict the reaction product. The product is: [CH3:13][O:12][C:8]1[CH:7]=[C:6]2[C:11]([C:2]([O:14][C:15]3[CH:16]=[C:17]4[C:22](=[CH:23][CH:24]=3)[C:21]([C:25]([OH:27])=[O:26])=[CH:20][CH:19]=[CH:18]4)=[CH:3][CH:4]=[N:5]2)=[CH:10][CH:9]=1. (4) Given the reactants [NH:1]1[C:9]2[C:4](=[CH:5][CH:6]=[CH:7][CH:8]=2)[C:3]2([CH2:13][CH2:12][CH2:11][CH2:10]2)[C:2]1=[O:14].Cl.Cl[CH2:17][C:18]1[N:22]([CH2:23][CH2:24][CH:25]([CH3:27])[CH3:26])[C:21]2[CH:28]=[CH:29][CH:30]=[CH:31][C:20]=2[N:19]=1, predict the reaction product. The product is: [CH2:23]([N:22]1[C:21]2[CH:28]=[CH:29][CH:30]=[CH:31][C:20]=2[N:19]=[C:18]1[CH2:17][N:1]1[C:9]2[C:4](=[CH:5][CH:6]=[CH:7][CH:8]=2)[C:3]2([CH2:13][CH2:12][CH2:11][CH2:10]2)[C:2]1=[O:14])[CH2:24][CH:25]([CH3:27])[CH3:26]. (5) Given the reactants [H-].[Na+].[F:3][C:4]1[C:9]([C:10]2[NH:14][CH:13]=[C:12]([CH2:15][N:16]([CH3:24])[C:17](=[O:23])[O:18][C:19]([CH3:22])([CH3:21])[CH3:20])[C:11]=2[F:25])=[CH:8][CH:7]=[CH:6][N:5]=1.C1OCCOCCOCCOCCOC1.[Cl:41][C:42]1[S:46][C:45]([S:47](Cl)(=[O:49])=[O:48])=[CH:44][CH:43]=1, predict the reaction product. The product is: [Cl:41][C:42]1[S:46][C:45]([S:47]([N:14]2[C:10]([C:9]3[C:4]([F:3])=[N:5][CH:6]=[CH:7][CH:8]=3)=[C:11]([F:25])[C:12]([CH2:15][N:16]([CH3:24])[C:17](=[O:23])[O:18][C:19]([CH3:21])([CH3:22])[CH3:20])=[CH:13]2)(=[O:49])=[O:48])=[CH:44][CH:43]=1.